From a dataset of Forward reaction prediction with 1.9M reactions from USPTO patents (1976-2016). Predict the product of the given reaction. (1) Given the reactants [CH:1]([Mg]Cl)([CH3:3])[CH3:2].[Br:6][C:7]1[CH:8]=[C:9]2[C:14](=[CH:15][C:16]=1[O:17][CH3:18])[O:13][C:12]([CH3:20])([CH3:19])[CH2:11][C:10]2=O.C1(C)C=CC(S(O)(=O)=O)=CC=1, predict the reaction product. The product is: [Br:6][C:7]1[CH:8]=[C:9]2[C:14](=[CH:15][C:16]=1[O:17][CH3:18])[O:13][C:12]([CH3:20])([CH3:19])[CH:11]=[C:10]2[CH:1]([CH3:3])[CH3:2]. (2) Given the reactants Cl[C:2]1[CH:7]=[CH:6][N:5]=[C:4]2N[CH:9]=[CH:10][C:3]=12.[OH-].[Na+].CO.C(=O)=O, predict the reaction product. The product is: [N:5]1[CH:4]=[CH:3][CH:2]=[CH:9][C:10]=1[C:3]1[CH:4]=[N:5][CH:6]=[CH:7][CH:2]=1.